Dataset: Full USPTO retrosynthesis dataset with 1.9M reactions from patents (1976-2016). Task: Predict the reactants needed to synthesize the given product. (1) Given the product [CH2:1]([O:3][C:4](=[O:27])[NH:5][C:6]1[CH:11]=[CH:10][CH:9]=[C:8]([CH:12]([F:34])[C:13]2[C:18](=[O:19])[CH:17]=[CH:16][N:15]([C:20]3[CH:25]=[CH:24][CH:23]=[CH:22][CH:21]=3)[N:14]=2)[CH:7]=1)[CH3:2], predict the reactants needed to synthesize it. The reactants are: [CH2:1]([O:3][C:4](=[O:27])[NH:5][C:6]1[CH:11]=[CH:10][CH:9]=[C:8]([CH:12](O)[C:13]2[C:18](=[O:19])[CH:17]=[CH:16][N:15]([C:20]3[CH:25]=[CH:24][CH:23]=[CH:22][CH:21]=3)[N:14]=2)[CH:7]=1)[CH3:2].CCN(S(F)(F)[F:34])CC.CO. (2) Given the product [F:1][C:2]1[C:7]([C:8]([C:9]2[CH:10]=[C:11]3[C:16](=[CH:17][CH:18]=2)[N:15]=[CH:14][N:13]=[CH:12]3)=[O:19])=[C:6]([F:20])[C:5]([F:21])=[CH:4][C:3]=1[NH:22][C:23](=[O:28])[C:24]([CH3:26])([CH3:25])[CH3:27], predict the reactants needed to synthesize it. The reactants are: [F:1][C:2]1[C:7]([CH:8]([OH:19])[C:9]2[CH:10]=[C:11]3[C:16](=[CH:17][CH:18]=2)[N:15]=[CH:14][N:13]=[CH:12]3)=[C:6]([F:20])[C:5]([F:21])=[CH:4][C:3]=1[NH:22][C:23](=[O:28])[C:24]([CH3:27])([CH3:26])[CH3:25].